Dataset: Catalyst prediction with 721,799 reactions and 888 catalyst types from USPTO. Task: Predict which catalyst facilitates the given reaction. (1) Reactant: [C:1]1([C:7]2[N:12]=[CH:11][C:10]([C:13]3[CH:14]=[N:15][N:16]4[C:21]([N:22]([CH2:31][O:32][CH2:33][CH2:34][Si:35]([CH3:38])([CH3:37])[CH3:36])[CH2:23][O:24][CH2:25][CH2:26][Si:27]([CH3:30])([CH3:29])[CH3:28])=[CH:20][C:19]([C:39]5[CH:40]=[N:41][NH:42][CH:43]=5)=[N:18][C:17]=34)=[CH:9][CH:8]=2)[CH:6]=[CH:5][CH:4]=[CH:3][CH:2]=1.[H-].[Na+].[C:46]([O:49][CH2:50][CH2:51]Br)(=[O:48])[CH3:47]. Product: [C:46]([O:49][CH2:50][CH2:51][N:41]1[CH:40]=[C:39]([C:19]2[CH:20]=[C:21]([N:22]([CH2:23][O:24][CH2:25][CH2:26][Si:27]([CH3:28])([CH3:29])[CH3:30])[CH2:31][O:32][CH2:33][CH2:34][Si:35]([CH3:36])([CH3:37])[CH3:38])[N:16]3[N:15]=[CH:14][C:13]([C:10]4[CH:11]=[N:12][C:7]([C:1]5[CH:2]=[CH:3][CH:4]=[CH:5][CH:6]=5)=[CH:8][CH:9]=4)=[C:17]3[N:18]=2)[CH:43]=[N:42]1)(=[O:48])[CH3:47]. The catalyst class is: 3. (2) Reactant: [Br:1][C:2]1[CH:13]=[C:6]2[C:7]([O:9][C:10](=[O:12])[NH:11][C:5]2=[CH:4][CH:3]=1)=[O:8].C1(P(C2C=CC=CC=2)C2C=CC=CC=2)C=CC=CC=1.[C:33]([O:37][C:38]([NH:40][CH2:41][CH2:42][CH2:43][CH2:44]O)=[O:39])([CH3:36])([CH3:35])[CH3:34].CC(OC(/N=N/C(OC(C)C)=O)=O)C. Product: [C:33]([O:37][C:38](=[O:39])[NH:40][CH2:41][CH2:42][CH2:43][CH2:44][N:11]1[C:5]2[CH:4]=[CH:3][C:2]([Br:1])=[CH:13][C:6]=2[C:7](=[O:8])[O:9][C:10]1=[O:12])([CH3:36])([CH3:35])[CH3:34]. The catalyst class is: 1.